Dataset: Reaction yield outcomes from USPTO patents with 853,638 reactions. Task: Predict the reaction yield, written as a fraction of the theoretical maximum amount of product (1.0 means a 100% yield; for example, 0.34 means a 34% yield). (1) The reactants are F[C:2]1[CH:9]=[CH:8][C:5]([C:6]#[N:7])=[CH:4][C:3]=1[N+:10]([O-:12])=[O:11].[CH2:13]([NH2:18])[CH2:14][CH:15]([CH3:17])[CH3:16]. The catalyst is C(#N)C. The product is [CH2:13]([NH:18][C:2]1[CH:9]=[CH:8][C:5]([C:6]#[N:7])=[CH:4][C:3]=1[N+:10]([O-:12])=[O:11])[CH2:14][CH:15]([CH3:17])[CH3:16]. The yield is 0.970. (2) The reactants are [C:1]([O:5][C:6]([N:8]1[CH2:12][CH2:11][CH2:10][CH:9]1[C:13]1[NH:14][C:15]([C:18]2C=CC(Br)=[CH:20][CH:19]=2)=[CH:16][N:17]=1)=[O:7])([CH3:4])([CH3:3])[CH3:2].C(OC(N1C(C2NC3C=C(C4C=CC(B5OC(C)(C)C(C)(C)O5)=CC=4)C=CC=3N=2)C2CC1CC2)=O)(C)(C)C.C(=O)([O-])[O-].[K+].[K+].C(OC(N1C(C2NC3C=C(C4[CH:96]=[CH:95][C:94]([C:97]5[CH:102]=[CH:101][C:100]([C:103]6[CH:125]=[CH:124][C:106]7[N:107]=[C:108]([CH:110]8[CH:115]9[CH2:116][CH:112]([CH2:113][CH2:114]9)[N:111]8[C:117]([O:119][C:120]([CH3:123])([CH3:122])[CH3:121])=[O:118])[NH:109][C:105]=7[CH:104]=6)=[CH:99][CH:98]=5)=CC=4)C=CC=3N=2)C2CC1CC2)=O)(C)(C)C. The catalyst is COCCOC.C(OCC)(=O)C.C1C=CC([P]([Pd]([P](C2C=CC=CC=2)(C2C=CC=CC=2)C2C=CC=CC=2)([P](C2C=CC=CC=2)(C2C=CC=CC=2)C2C=CC=CC=2)[P](C2C=CC=CC=2)(C2C=CC=CC=2)C2C=CC=CC=2)(C2C=CC=CC=2)C2C=CC=CC=2)=CC=1. The product is [C:120]([O:119][C:117]([N:111]1[CH:110]([C:108]2[NH:109][C:105]3[CH:104]=[C:103]([C:100]4[CH:99]=[CH:98][C:97]([C:94]5[CH:95]=[CH:96][C:18]([C:15]6[NH:14][C:13]([CH:9]7[CH2:10][CH2:11][CH2:12][N:8]7[C:6]([O:5][C:1]([CH3:4])([CH3:3])[CH3:2])=[O:7])=[N:17][CH:16]=6)=[CH:19][CH:20]=5)=[CH:102][CH:101]=4)[CH:125]=[CH:124][C:106]=3[N:107]=2)[CH:115]2[CH2:116][CH:112]1[CH2:113][CH2:114]2)=[O:118])([CH3:122])([CH3:121])[CH3:123]. The yield is 0.400. (3) The reactants are P(N=[N+]=[N-])(=O)(OC1C=CC=CC=1)[O:2]C1C=CC=CC=1.C([N:22]([CH2:25][CH3:26])[CH2:23]C)C.[N+:27]([C:30]1[NH:34][N:33]=C(C(O)=O)C=1)([O-:29])=[O:28].C(=O)([O-])[O-].[K+].[K+].[C:44]([OH:48])([CH3:47])([CH3:46])[CH3:45]. No catalyst specified. The product is [N+:27]([C:30]1[NH:34][N:33]=[C:25]([NH:22][C:23](=[O:2])[O:48][C:44]([CH3:47])([CH3:46])[CH3:45])[CH:26]=1)([O-:29])=[O:28]. The yield is 0.301. (4) The reactants are Br[C:2]1[C:3]([O:18][C:19]2[CH:24]=[CH:23][CH:22]=[CH:21][CH:20]=2)=[C:4]2[C:9](=[CH:10][CH:11]=1)[N:8]([C:12]([CH:14]1[CH2:16][CH2:15]1)=[O:13])[C@@H:7]([CH3:17])[CH2:6][CH2:5]2.C(OCC)(=O)C.[CH3:31][N:32](C)C=O. The catalyst is C1C=CC([P]([Pd]([P](C2C=CC=CC=2)(C2C=CC=CC=2)C2C=CC=CC=2)([P](C2C=CC=CC=2)(C2C=CC=CC=2)C2C=CC=CC=2)[P](C2C=CC=CC=2)(C2C=CC=CC=2)C2C=CC=CC=2)(C2C=CC=CC=2)C2C=CC=CC=2)=CC=1.[C-]#N.[Zn+2].[C-]#N. The product is [CH:14]1([C:12]([N:8]2[C:9]3[C:4](=[C:3]([O:18][C:19]4[CH:20]=[CH:21][CH:22]=[CH:23][CH:24]=4)[C:2]([C:31]#[N:32])=[CH:11][CH:10]=3)[CH2:5][CH2:6][C@@H:7]2[CH3:17])=[O:13])[CH2:16][CH2:15]1. The yield is 0.320.